From a dataset of Forward reaction prediction with 1.9M reactions from USPTO patents (1976-2016). Predict the product of the given reaction. (1) Given the reactants [NH2:1][C:2]1[CH:7]=[C:6]([Cl:8])[CH:5]=[CH:4][C:3]=1/[CH:9]=[CH:10]/[C:11]([OH:13])=[O:12].CCN(CC)CC.[C:21](O[C:21]([C:23]([F:26])([F:25])[F:24])=[O:22])([C:23]([F:26])([F:25])[F:24])=[O:22].Cl, predict the reaction product. The product is: [Cl:8][C:6]1[CH:5]=[CH:4][C:3](/[CH:9]=[CH:10]/[C:11]([OH:13])=[O:12])=[C:2]([NH:1][C:21](=[O:22])[C:23]([F:26])([F:25])[F:24])[CH:7]=1. (2) Given the reactants Cl[C:2]1[C:3](=[O:19])[N:4]([CH2:15][CH2:16][O:17][CH3:18])[S:5](=[O:14])(=[O:13])[C:6]=1[C:7]1[CH:12]=[CH:11][CH:10]=[CH:9][CH:8]=1.[C:20]1([NH2:30])[C:29]2[CH2:28][CH2:27][CH2:26][CH2:25][C:24]=2[CH:23]=[CH:22][CH:21]=1, predict the reaction product. The product is: [CH3:18][O:17][CH2:16][CH2:15][N:4]1[C:3](=[O:19])[C:2]([NH:30][C:20]2[C:29]3[CH2:28][CH2:27][CH2:26][CH2:25][C:24]=3[CH:23]=[CH:22][CH:21]=2)=[C:6]([C:7]2[CH:12]=[CH:11][CH:10]=[CH:9][CH:8]=2)[S:5]1(=[O:14])=[O:13]. (3) Given the reactants [CH3:1][O:2][C:3]1[CH:9]=[CH:8][C:7]([C:10]([F:13])([F:12])[F:11])=[CH:6][C:4]=1[NH2:5].C1N=CN([C:19](N2C=NC=C2)=[O:20])C=1.[CH3:26][NH:27][C:28]([C:30]1[CH:35]=[C:34]([O:36][C:37]2[CH:43]=[CH:42][C:40]([NH2:41])=[CH:39][CH:38]=2)[CH:33]=[CH:32][N:31]=1)=[O:29].O, predict the reaction product. The product is: [CH3:1][O:2][C:3]1[CH:9]=[CH:8][C:7]([C:10]([F:11])([F:12])[F:13])=[CH:6][C:4]=1[NH:5][C:19]([NH:41][C:40]1[CH:42]=[CH:43][C:37]([O:36][C:34]2[CH:33]=[CH:32][N:31]=[C:30]([C:28](=[O:29])[NH:27][CH3:26])[CH:35]=2)=[CH:38][CH:39]=1)=[O:20].